Dataset: Full USPTO retrosynthesis dataset with 1.9M reactions from patents (1976-2016). Task: Predict the reactants needed to synthesize the given product. (1) Given the product [F:15][C:2]([F:1])([F:16])[C:3]1[CH:4]=[CH:5][C:6]([O:7][CH:8]([CH3:12])[C:9]([N:20]2[CH2:21][C:22](=[O:23])[NH:17][C:18]3[CH:27]=[CH:26][CH:25]=[N:24][C:19]2=3)=[O:11])=[CH:13][CH:14]=1, predict the reactants needed to synthesize it. The reactants are: [F:1][C:2]([F:16])([F:15])[C:3]1[CH:14]=[CH:13][C:6]([O:7][CH:8]([CH3:12])[C:9]([OH:11])=O)=[CH:5][CH:4]=1.[NH:17]1[C:22](=[O:23])[CH2:21][NH:20][C:19]2[N:24]=[CH:25][CH:26]=[CH:27][C:18]1=2.O.ON1C2C=CC=CC=2N=N1.Cl.CN(C)CCCN=C=NCC.C(=O)([O-])O.[Na+]. (2) Given the product [Cl:1][C:2]1[CH:3]=[C:4]([N+:9]([O-:11])=[O:10])[CH:5]=[CH:6][C:7]=1[O:17][CH2:16][C:15]1[CH:18]=[CH:19][CH:20]=[C:13]([F:12])[CH:14]=1, predict the reactants needed to synthesize it. The reactants are: [Cl:1][C:2]1[CH:3]=[C:4]([N+:9]([O-:11])=[O:10])[CH:5]=[CH:6][C:7]=1F.[F:12][C:13]1[CH:14]=[C:15]([CH:18]=[CH:19][CH:20]=1)[CH2:16][OH:17].